This data is from Full USPTO retrosynthesis dataset with 1.9M reactions from patents (1976-2016). The task is: Predict the reactants needed to synthesize the given product. (1) The reactants are: [OH:1][CH2:2][C@@H:3]([NH:24][CH2:25][C@H:26]([OH:35])[CH2:27][O:28][C:29]1[CH:34]=[CH:33][CH:32]=[CH:31][CH:30]=1)[CH2:4][C:5]1[CH:10]=[CH:9][C:8]([NH:11][C:12]([C:14]2[CH:23]=[CH:22][C:17]([C:18]([O:20]C)=[O:19])=[CH:16][CH:15]=2)=[O:13])=[CH:7][CH:6]=1.[OH-].[Na+:37]. Given the product [OH:1][CH2:2][C@@H:3]([NH:24][CH2:25][C@H:26]([OH:35])[CH2:27][O:28][C:29]1[CH:30]=[CH:31][CH:32]=[CH:33][CH:34]=1)[CH2:4][C:5]1[CH:6]=[CH:7][C:8]([NH:11][C:12]([C:14]2[CH:23]=[CH:22][C:17]([C:18]([O-:20])=[O:19])=[CH:16][CH:15]=2)=[O:13])=[CH:9][CH:10]=1.[Na+:37], predict the reactants needed to synthesize it. (2) Given the product [C:18]1([C:21]2[CH:22]=[CH:23][CH:24]=[CH:25][CH:26]=2)[CH:17]=[CH:16][C:15]([CH2:14][C@H:12]2[N:11](/[CH:27]=[CH:28]/[C:29]3[CH:30]=[CH:31][CH:32]=[CH:33][CH:34]=3)[C:10](=[O:35])[C:9](=[CH2:1])[CH2:13]2)=[CH:20][CH:19]=1, predict the reactants needed to synthesize it. The reactants are: [C:1]([C@@H:9]1[CH2:13][CH:12]([CH2:14][C:15]2[CH:20]=[CH:19][C:18]([C:21]3[CH:26]=[CH:25][CH:24]=[CH:23][CH:22]=3)=[CH:17][CH:16]=2)[N:11](/[CH:27]=[CH:28]/[C:29]2[CH:34]=[CH:33][CH:32]=[CH:31][CH:30]=2)[C:10]1=[O:35])(=O)C1C=CC=CC=1.[H-].[Na+].C=O. (3) Given the product [CH:1]1([C:5]2[CH:13]=[N:12][CH:11]=[C:10]([F:14])[C:6]=2[C:7]([NH:31][C:29]([C:28]2[C:19]3[C:18]4[CH:17]=[C:16]([F:15])[CH:24]=[N:23][C:22]=4[NH:21][C:20]=3[N:25]=[CH:26][CH:27]=2)=[NH:30])=[O:9])[CH2:2][CH2:3][CH2:4]1, predict the reactants needed to synthesize it. The reactants are: [CH:1]1([C:5]2[CH:13]=[N:12][CH:11]=[C:10]([F:14])[C:6]=2[C:7]([OH:9])=O)[CH2:4][CH2:3][CH2:2]1.[F:15][C:16]1[CH:24]=[N:23][C:22]2[NH:21][C:20]3[N:25]=[CH:26][CH:27]=[C:28]([C:29]([NH2:31])=[NH:30])[C:19]=3[C:18]=2[CH:17]=1. (4) Given the product [C:1]([N:4]1[C:12]2[C:7](=[CH:8][C:9]([Br:13])=[CH:10][CH:11]=2)[C:6]([OH:14])=[CH:5]1)(=[O:3])[CH3:2], predict the reactants needed to synthesize it. The reactants are: [C:1]([N:4]1[C:12]2[C:7](=[CH:8][C:9]([Br:13])=[CH:10][CH:11]=2)[C:6]([O:14]C(=O)C)=[CH:5]1)(=[O:3])[CH3:2].S([O-])([O-])=O.[Na+].[Na+]. (5) The reactants are: [Br:1][C:2]1[CH:3]=[C:4]2[C:9](=[CH:10][CH:11]=1)[N:8]=[CH:7][C:6]([C:12]([CH:14]1[CH2:16][CH2:15]1)=[O:13])=[C:5]2Cl.[NH2:18][C:19]1[CH:20]=[CH:21][C:22]([NH:25][C:26](=[O:32])[O:27][C:28]([CH3:31])([CH3:30])[CH3:29])=[N:23][CH:24]=1. Given the product [Br:1][C:2]1[CH:3]=[C:4]2[C:9](=[CH:10][CH:11]=1)[N:8]=[CH:7][C:6]([C:12]([CH:14]1[CH2:16][CH2:15]1)=[O:13])=[C:5]2[NH:18][C:19]1[CH:20]=[CH:21][C:22]([NH:25][C:26](=[O:32])[O:27][C:28]([CH3:30])([CH3:29])[CH3:31])=[N:23][CH:24]=1, predict the reactants needed to synthesize it. (6) Given the product [CH2:9]([N:8]1[C:3]2=[N:1][N:2]([CH2:26][C:20]3[C:19]4[C:23](=[CH:24][CH:25]=[C:17]([CH3:16])[CH:18]=4)[NH:22][CH:21]=3)[C:28]([C:30]3[N:34]([CH3:35])[CH:33]=[C:32]([C:36]([O:38][CH3:39])=[O:37])[CH:31]=3)=[C:4]2[C:5](=[O:15])[N:6]([CH3:14])[C:7]1=[O:13])[CH:10]([CH3:11])[CH3:12], predict the reactants needed to synthesize it. The reactants are: [NH:1]([C:3]1[N:8]([CH2:9][CH:10]([CH3:12])[CH3:11])[C:7](=[O:13])[N:6]([CH3:14])[C:5](=[O:15])[CH:4]=1)[NH2:2].[CH3:16][C:17]1[CH:18]=[C:19]2[C:23](=[CH:24][CH:25]=1)[NH:22][CH:21]=[C:20]2[CH:26]=O.[CH:28]([C:30]1[N:34]([CH3:35])[CH:33]=[C:32]([C:36]([O:38][CH3:39])=[O:37])[CH:31]=1)=O.